The task is: Predict the reactants needed to synthesize the given product.. This data is from Full USPTO retrosynthesis dataset with 1.9M reactions from patents (1976-2016). (1) Given the product [CH3:29][C:28]1[C:23]([N:20]2[CH2:21][CH2:22][N:17]([C:15]([C:5]3[CH:4]=[CH:3][C:2]([N:32]4[CH2:33][CH2:34][CH2:35][S:31]4(=[O:37])=[O:36])=[CH:7][C:6]=3[N:8]3[CH2:12][CH2:11][N:10]([CH3:13])[C:9]3=[O:14])=[O:16])[CH2:18][CH2:19]2)=[N:24][CH:25]=[C:26]([CH3:30])[CH:27]=1, predict the reactants needed to synthesize it. The reactants are: Cl[C:2]1[CH:3]=[CH:4][C:5]([C:15]([N:17]2[CH2:22][CH2:21][N:20]([C:23]3[C:28]([CH3:29])=[CH:27][C:26]([CH3:30])=[CH:25][N:24]=3)[CH2:19][CH2:18]2)=[O:16])=[C:6]([N:8]2[CH2:12][CH2:11][N:10]([CH3:13])[C:9]2=[O:14])[CH:7]=1.[S:31]1(=[O:37])(=[O:36])[CH2:35][CH2:34][CH2:33][NH:32]1. (2) Given the product [O:3]1[C:8]2=[CH:9][CH:10]=[CH:11][C:7]2=[CH:6][C:5]([CH:12]2[CH2:17][CH2:16][CH2:15][CH2:14][N:13]2[CH2:18][CH2:19][C@H:20]2[CH2:21][CH2:22][C@H:23]([NH:26][C:37](=[O:38])[C:36]3[CH:40]=[CH:41][C:33]([N:27]4[CH2:28][CH2:29][O:30][CH2:31][CH2:32]4)=[N:34][CH:35]=3)[CH2:24][CH2:25]2)=[CH:4]1, predict the reactants needed to synthesize it. The reactants are: Cl.Cl.[O:3]1[C:8]2=[CH:9][CH:10]=[CH:11][C:7]2=[CH:6][C:5]([CH:12]2[CH2:17][CH2:16][CH2:15][CH2:14][N:13]2[CH2:18][CH2:19][C@H:20]2[CH2:25][CH2:24][C@H:23]([NH2:26])[CH2:22][CH2:21]2)=[CH:4]1.[N:27]1([C:33]2[CH:41]=[CH:40][C:36]([C:37](O)=[O:38])=[CH:35][N:34]=2)[CH2:32][CH2:31][O:30][CH2:29][CH2:28]1. (3) Given the product [C:1]([C:3]1[CH:8]=[CH:7][C:6]([C:9]2[N:10]=[C:11]3[CH:16]=[CH:15][CH:14]=[C:13]([C:17]([O:19][CH3:20])=[O:18])[N:12]3[C:21]=2[CH2:22][CH:23]=[O:24])=[CH:5][CH:4]=1)#[N:2], predict the reactants needed to synthesize it. The reactants are: [C:1]([C:3]1[CH:8]=[CH:7][C:6]([C:9]2[N:10]=[C:11]3[CH:16]=[CH:15][CH:14]=[C:13]([C:17]([O:19][CH3:20])=[O:18])[N:12]3[C:21]=2/[CH:22]=[CH:23]/[O:24]CC)=[CH:5][CH:4]=1)#[N:2]. (4) Given the product [NH2:1][C:2]1[CH:9]=[C:8]([N:15]2[CH2:16][CH2:17][C:12]([OH:11])([CH3:18])[CH2:13][CH2:14]2)[C:5]([C:6]#[N:7])=[CH:4][N:3]=1, predict the reactants needed to synthesize it. The reactants are: [NH2:1][C:2]1[CH:9]=[C:8](Cl)[C:5]([C:6]#[N:7])=[CH:4][N:3]=1.[OH:11][C:12]1([CH3:18])[CH2:17][CH2:16][NH:15][CH2:14][CH2:13]1.